From a dataset of Reaction yield outcomes from USPTO patents with 853,638 reactions. Predict the reaction yield, written as a fraction of the theoretical maximum amount of product (1.0 means a 100% yield; for example, 0.34 means a 34% yield). The reactants are [C:1]1([C:7]2[CH:12]=[CH:11][CH:10]=[CH:9][CH:8]=2)[CH:6]=[CH:5][CH:4]=[CH:3][CH:2]=1.C(O)(=O)C1C=CC=CC=1.C[N:23]([C:25]([O:29]N1N=NC2C=CC=CC1=2)=[N+](C)C)C.F[P-](F)(F)(F)(F)F.CN(C)C[C@@H](N)CC1SC=CC=1. The catalyst is CN(C=O)C.CCOC(C)=O. The product is [C:1]1([C:7]2[CH:8]=[CH:9][CH:10]=[CH:11][CH:12]=2)[C:6]([C:25]([NH2:23])=[O:29])=[CH:5][CH:4]=[CH:3][CH:2]=1. The yield is 0.450.